Dataset: Forward reaction prediction with 1.9M reactions from USPTO patents (1976-2016). Task: Predict the product of the given reaction. Given the reactants [B:1](OCCCC)([O:7]CCCC)[O:2]CCCC.C([O:19][CH:20](OCC)[C:21]1[CH:26]=[CH:25][C:24]([Mg]Br)=[CH:23][CH:22]=1)C.C(OC)(C)(C)C.S(=O)(=O)(O)O, predict the reaction product. The product is: [CH:20]([C:21]1[CH:26]=[CH:25][C:24]([B:1]([OH:7])[OH:2])=[CH:23][CH:22]=1)=[O:19].